From a dataset of Forward reaction prediction with 1.9M reactions from USPTO patents (1976-2016). Predict the product of the given reaction. (1) Given the reactants ClC(Cl)(Cl)[C:3]([C:5]1[NH:6][CH:7]=[C:8]([I:10])[CH:9]=1)=[O:4].[C:13]([O-:16])([O-])=O.[Cs+].[Cs+].I[CH2:20][CH3:21].[CH3:22]N(C=O)C, predict the reaction product. The product is: [CH2:13]([O:16][C:3]([C:5]1[N:6]([CH2:20][CH3:21])[CH:7]=[C:8]([I:10])[CH:9]=1)=[O:4])[CH3:22]. (2) Given the reactants [F:1][C:2]1[CH:7]=[C:6]([S:8][C:9]([F:12])([F:11])[F:10])[CH:5]=[CH:4][C:3]=1[N:13]([CH3:20])[C:14]([NH:16][CH2:17][C:18]#[CH:19])=[O:15].C(N(C(C)C)CC)(C)C.[F:30][C:31]1[CH:39]=[CH:38][CH:37]=[C:36]([F:40])[C:32]=1[C:33](Cl)=[O:34].C(OC)(C)(C)C, predict the reaction product. The product is: [F:30][C:31]1[CH:39]=[CH:38][CH:37]=[C:36]([F:40])[C:32]=1[C:33]([N:16]([CH2:17][C:18]#[CH:19])[C:14]([N:13]([C:3]1[CH:4]=[CH:5][C:6]([S:8][C:9]([F:11])([F:10])[F:12])=[CH:7][C:2]=1[F:1])[CH3:20])=[O:15])=[O:34]. (3) Given the reactants [CH2:1]([C:5]1[CH:6]=[C:7]([CH:11]=[CH:12][CH:13]=1)[C:8]([OH:10])=O)[CH:2]([CH3:4])[CH3:3].[CH2:14]([NH2:22])[CH2:15][C:16]1[CH:21]=[CH:20][CH:19]=[CH:18][CH:17]=1, predict the reaction product. The product is: [CH2:1]([C:5]1[CH:6]=[C:7]([CH:11]=[CH:12][CH:13]=1)[C:8]([NH:22][CH2:14][CH2:15][C:16]1[CH:21]=[CH:20][CH:19]=[CH:18][CH:17]=1)=[O:10])[CH:2]([CH3:3])[CH3:4]. (4) Given the reactants Br[CH2:2][CH2:3][CH2:4][NH:5][C:6]1[CH:11]=[C:10]([Cl:12])[N:9]=[C:8](Cl)[N:7]=1.C(=O)([O-])[O-:15].[K+].[K+], predict the reaction product. The product is: [Cl:12][C:10]1[CH:11]=[C:6]2[NH:5][CH2:4][CH2:3][CH2:2][N:7]2[C:8](=[O:15])[N:9]=1. (5) Given the reactants [CH3:1][S:2]([NH:5][CH2:6][C:7]1[C:15]2[S:14](=[O:17])(=[O:16])[N:13]=[C:12]([CH2:18][C:19]([OH:21])=O)[NH:11][C:10]=2[S:9][CH:8]=1)(=[O:4])=[O:3].F[P-](F)(F)(F)(F)F.N1([O:38][C:39](N(C)C)=[N+](C)C)C2N=CC=CC=2N=N1.CN1CCOCC1.C(OC(=O)[C:57]([CH2:64][NH:65][CH:66]1[CH2:69][CH2:68][CH2:67]1)([CH3:63])[CH2:58][CH2:59][CH:60]([CH3:62])[CH3:61])C.[O-]CC.[Na+].C(O)C, predict the reaction product. The product is: [CH:66]1([N:65]2[CH2:64][C:57]([CH3:63])([CH2:58][CH2:59][CH:60]([CH3:61])[CH3:62])[C:19]([OH:21])=[C:18]([C:12]3[NH:11][C:10]4[S:9][CH:8]=[C:7]([CH2:6][NH:5][S:2]([CH3:1])(=[O:3])=[O:4])[C:15]=4[S:14](=[O:16])(=[O:17])[N:13]=3)[C:39]2=[O:38])[CH2:67][CH2:68][CH2:69]1.